From a dataset of Forward reaction prediction with 1.9M reactions from USPTO patents (1976-2016). Predict the product of the given reaction. (1) Given the reactants FC(F)(F)C(O)=O.[CH2:8]([C:10]1[C:18]2[C:13](=[CH:14][C:15](F)=[CH:16][CH:17]=2)[N:12]([C:20]2[N:24]=[C:23]([CH:25]3[CH2:30][CH2:29][NH:28][CH2:27][CH2:26]3)[O:22][N:21]=2)[N:11]=1)C.C(I)C.[CH3:34][O:35][C:36](=[O:43])[N:37]([CH2:39][CH2:40][CH2:41]Cl)[CH3:38].Cl, predict the reaction product. The product is: [CH3:38][N:37]([CH2:39][CH2:40][CH2:41][N:28]1[CH2:27][CH2:26][CH:25]([C:23]2[O:22][N:21]=[C:20]([N:12]3[C:13]4[C:18](=[CH:17][CH:16]=[CH:15][CH:14]=4)[C:10]([CH3:8])=[N:11]3)[N:24]=2)[CH2:30][CH2:29]1)[C:36](=[O:43])[O:35][CH3:34]. (2) Given the reactants Br[C:2]1[N:6]2[CH:7]=[CH:8][C:9]([C:11]([O:15][CH3:16])([O:13][CH3:14])[CH3:12])=[N:10][C:5]2=[N:4][CH:3]=1.[F:17][C:18]1[CH:23]=[CH:22][C:21](B(O)O)=[CH:20][C:19]=1[C:27]1[CH:28]=[N:29][CH:30]=[CH:31][CH:32]=1, predict the reaction product. The product is: [CH3:14][O:13][C:11]([C:9]1[CH:8]=[CH:7][N:6]2[C:2]([C:21]3[CH:22]=[CH:23][C:18]([F:17])=[C:19]([C:27]4[CH:28]=[N:29][CH:30]=[CH:31][CH:32]=4)[CH:20]=3)=[CH:3][N:4]=[C:5]2[N:10]=1)([O:15][CH3:16])[CH3:12].